Dataset: Catalyst prediction with 721,799 reactions and 888 catalyst types from USPTO. Task: Predict which catalyst facilitates the given reaction. (1) Reactant: [F-].C([N+](CCCC)(CCCC)CCCC)CCC.[Si]([O:26][C:27]1[CH:32]=[CH:31][C:30]([C:33]2[CH:38]=[CH:37][C:36]([CH:39]([CH3:44])[C:40]([O:42][CH3:43])=[O:41])=[C:35]([CH2:45][CH3:46])[CH:34]=2)=[CH:29][CH:28]=1)(C(C)(C)C)(C)C.O. Product: [CH2:45]([C:35]1[CH:34]=[C:33]([C:30]2[CH:31]=[CH:32][C:27]([OH:26])=[CH:28][CH:29]=2)[CH:38]=[CH:37][C:36]=1[CH:39]([CH3:44])[C:40]([O:42][CH3:43])=[O:41])[CH3:46]. The catalyst class is: 7. (2) Reactant: Br[C:2]1[CH:3]=[C:4]([C:9]2[CH:14]=[CH:13][CH:12]=[CH:11][CH:10]=2)[CH:5]=[CH:6][C:7]=1[NH2:8].Cl.N([O-])=O.[Na+].[I-:20].[K+].S([O-])([O-])(=O)=S.[Na+].[Na+]. Product: [I:20][C:2]1[CH:3]=[C:4]([C:9]2[CH:14]=[CH:13][CH:12]=[CH:11][CH:10]=2)[CH:5]=[CH:6][C:7]=1[NH2:8]. The catalyst class is: 86. (3) Reactant: C(OC([NH:11][C:12]1([PH:20]([NH:22][C:23](=[O:29])[CH2:24][C:25]([CH3:28])([CH3:27])[CH3:26])=[O:21])[CH2:17][CH2:16][CH2:15][N:14]([NH2:18])[C:13]1=[O:19])=O)C1C=CC=CC=1. Product: [NH2:11][C:12]1([PH:20]([NH:22][C:23](=[O:29])[CH2:24][C:25]([CH3:27])([CH3:26])[CH3:28])=[O:21])[CH2:17][CH2:16][CH2:15][N:14]([NH2:18])[C:13]1=[O:19]. The catalyst class is: 29. (4) Reactant: [H-].[Na+].CO.[C:5]([CH2:7][C:8]([NH2:10])=[O:9])#[N:6].[Cl:11][C:12]1[CH:17]=[C:16]([Cl:18])[CH:15]=[CH:14][C:13]=1[C:19](=O)[C:20]([C:25]1[CH:30]=[CH:29][C:28]([F:31])=[CH:27][CH:26]=1)=[CH:21]N(C)C. Product: [Cl:11][C:12]1[CH:17]=[C:16]([Cl:18])[CH:15]=[CH:14][C:13]=1[C:19]1[NH:10][C:8](=[O:9])[C:7]([C:5]#[N:6])=[CH:21][C:20]=1[C:25]1[CH:26]=[CH:27][C:28]([F:31])=[CH:29][CH:30]=1. The catalyst class is: 3. (5) Reactant: [ClH:1].O1CCOCC1.[N:8]1[CH:13]=[CH:12][CH:11]=[C:10]([O:14][CH2:15][CH:16]2[N:21]([C:22]3[S:23][C:24]4[C:25]([N:34]=3)=[N:26][CH:27]=[C:28]([C:30]([F:33])([F:32])[F:31])[CH:29]=4)[CH2:20][CH2:19][N:18](C(OC(C)(C)C)=O)[CH2:17]2)[CH:9]=1. Product: [ClH:1].[N:8]1[CH:13]=[CH:12][CH:11]=[C:10]([O:14][CH2:15][CH:16]2[CH2:17][NH:18][CH2:19][CH2:20][N:21]2[C:22]2[S:23][C:24]3[C:25]([N:34]=2)=[N:26][CH:27]=[C:28]([C:30]([F:33])([F:32])[F:31])[CH:29]=3)[CH:9]=1. The catalyst class is: 5. (6) Reactant: [CH2:1]([O:8][C:9]1[CH:10]=[C:11]([C:23](=[O:39])[CH2:24][C:25]2[CH:30]=[CH:29][C:28]([O:31][CH2:32][C:33]3[CH:38]=[CH:37][CH:36]=[CH:35][CH:34]=3)=[CH:27][CH:26]=2)[CH:12]=[C:13]([O:15][CH2:16][C:17]2[CH:22]=[CH:21][CH:20]=[CH:19][CH:18]=2)[CH:14]=1)[C:2]1[CH:7]=[CH:6][CH:5]=[CH:4][CH:3]=1.[BH4-].[Na+]. Product: [CH2:16]([O:15][C:13]1[CH:12]=[C:11]([CH:23]([OH:39])[CH2:24][C:25]2[CH:26]=[CH:27][C:28]([O:31][CH2:32][C:33]3[CH:34]=[CH:35][CH:36]=[CH:37][CH:38]=3)=[CH:29][CH:30]=2)[CH:10]=[C:9]([O:8][CH2:1][C:2]2[CH:7]=[CH:6][CH:5]=[CH:4][CH:3]=2)[CH:14]=1)[C:17]1[CH:22]=[CH:21][CH:20]=[CH:19][CH:18]=1. The catalyst class is: 92. (7) Reactant: [NH2:1][C:2]1[C:3]([F:24])=[C:4]([CH:9]([O:22][CH3:23])[C:10]([NH:12][CH2:13][C:14]2[CH:19]=[CH:18][C:17]([C:20]#[N:21])=[CH:16][CH:15]=2)=[O:11])[C:5]([F:8])=[CH:6][CH:7]=1.C(N(C(C)C)[CH:28]([CH3:30])[CH3:29])C.IC(C)C.CN(C=O)C. Product: [C:20]([C:17]1[CH:18]=[CH:19][C:14]([CH2:13][NH:12][C:10](=[O:11])[CH:9]([C:4]2[C:5]([F:8])=[CH:6][CH:7]=[C:2]([NH:1][CH:28]([CH3:30])[CH3:29])[C:3]=2[F:24])[O:22][CH3:23])=[CH:15][CH:16]=1)#[N:21]. The catalyst class is: 20. (8) Reactant: [N+:1]([C:4]1[CH:5]=[C:6]([C:13]([N:15]2[CH2:20][CH2:19][N:18]([CH2:21][CH:22]3[CH2:26][CH2:25][CH2:24][O:23]3)[CH2:17][CH2:16]2)=[O:14])[CH:7]=[CH:8][C:9]=1[N+:10]([O-])=O)([O-])=O.[N:27]#[C:28][Br:29]. Product: [BrH:29].[NH2:27][C:28]1[NH:10][C:9]2[CH:8]=[CH:7][C:6]([C:13]([N:15]3[CH2:20][CH2:19][N:18]([CH2:21][CH:22]4[CH2:26][CH2:25][CH2:24][O:23]4)[CH2:17][CH2:16]3)=[O:14])=[CH:5][C:4]=2[N:1]=1. The catalyst class is: 63. (9) Reactant: [CH2:1]([O:8][C:9]([NH:11][CH:12]([CH2:16][C:17]1[CH:22]=[CH:21][C:20]([N+:23]([O-:25])=[O:24])=[CH:19][CH:18]=1)[C:13]([OH:15])=[O:14])=[O:10])[C:2]1[CH:7]=[CH:6][CH:5]=[CH:4][CH:3]=1.C(=O)([O-])[O-].[K+].[K+].Br[CH2:33][CH2:34][CH2:35][CH2:36][CH2:37][CH2:38][CH2:39][CH2:40][CH2:41][CH2:42][CH2:43][CH2:44][CH2:45][CH2:46][CH2:47][CH2:48][CH2:49][CH3:50].Cl. Product: [CH2:50]([O:14][C:13](=[O:15])[CH:12]([NH:11][C:9]([O:8][CH2:1][C:2]1[CH:3]=[CH:4][CH:5]=[CH:6][CH:7]=1)=[O:10])[CH2:16][C:17]1[CH:18]=[CH:19][C:20]([N+:23]([O-:25])=[O:24])=[CH:21][CH:22]=1)[CH2:49][CH2:48][CH2:47][CH2:46][CH2:45][CH2:44][CH2:43][CH2:42][CH2:41][CH2:40][CH2:39][CH2:38][CH2:37][CH2:36][CH2:35][CH2:34][CH3:33]. The catalyst class is: 37.